This data is from NCI-60 drug combinations with 297,098 pairs across 59 cell lines. The task is: Regression. Given two drug SMILES strings and cell line genomic features, predict the synergy score measuring deviation from expected non-interaction effect. (1) Drug 1: CC1OCC2C(O1)C(C(C(O2)OC3C4COC(=O)C4C(C5=CC6=C(C=C35)OCO6)C7=CC(=C(C(=C7)OC)O)OC)O)O. Drug 2: C1=NC2=C(N1)C(=S)N=CN2. Cell line: SN12C. Synergy scores: CSS=31.3, Synergy_ZIP=-13.5, Synergy_Bliss=-10.4, Synergy_Loewe=-10.8, Synergy_HSA=-7.36. (2) Drug 1: CCCS(=O)(=O)NC1=C(C(=C(C=C1)F)C(=O)C2=CNC3=C2C=C(C=N3)C4=CC=C(C=C4)Cl)F. Drug 2: CCCCC(=O)OCC(=O)C1(CC(C2=C(C1)C(=C3C(=C2O)C(=O)C4=C(C3=O)C=CC=C4OC)O)OC5CC(C(C(O5)C)O)NC(=O)C(F)(F)F)O. Cell line: MOLT-4. Synergy scores: CSS=15.5, Synergy_ZIP=7.86, Synergy_Bliss=6.03, Synergy_Loewe=-3.95, Synergy_HSA=3.74. (3) Drug 1: CN(C)C1=NC(=NC(=N1)N(C)C)N(C)C. Drug 2: C1CNP(=O)(OC1)N(CCCl)CCCl. Cell line: HS 578T. Synergy scores: CSS=-9.21, Synergy_ZIP=2.88, Synergy_Bliss=0.340, Synergy_Loewe=-6.88, Synergy_HSA=-6.87.